Predict the reactants needed to synthesize the given product. From a dataset of Full USPTO retrosynthesis dataset with 1.9M reactions from patents (1976-2016). Given the product [CH3:19][O:18][C:15]1[CH:16]=[CH:17][C:12]([O:11][C:9](=[O:10])[NH:2][CH3:1])=[CH:13][CH:14]=1, predict the reactants needed to synthesize it. The reactants are: [CH3:1][N:2]1CCOCC1.Cl[C:9]([O:11][C:12]1[CH:17]=[CH:16][C:15]([O:18][CH3:19])=[CH:14][CH:13]=1)=[O:10].ClC1C=C(NC)C=CC=1C(N1[C@H]2[C@@H](CCCC2)CCC1)=O.[OH-].[Li+].